From a dataset of Peptide-MHC class II binding affinity with 134,281 pairs from IEDB. Regression. Given a peptide amino acid sequence and an MHC pseudo amino acid sequence, predict their binding affinity value. This is MHC class II binding data. (1) The peptide sequence is RMQFSSLTVNVRGSG. The MHC is DRB1_0101 with pseudo-sequence DRB1_0101. The binding affinity (normalized) is 0.797. (2) The MHC is HLA-DQA10201-DQB10303 with pseudo-sequence HLA-DQA10201-DQB10303. The peptide sequence is FLATRIFGRRSIPVN. The binding affinity (normalized) is 0.483.